This data is from Catalyst prediction with 721,799 reactions and 888 catalyst types from USPTO. The task is: Predict which catalyst facilitates the given reaction. (1) Reactant: C([Mg]Cl)(C)C.Br[C:7]1[CH:12]=[CH:11][CH:10]=[C:9]([Br:13])[N:8]=1.C(N(CC)CC)C.[C:21]1([S:27][S:27][C:21]2[CH:26]=[CH:25][CH:24]=[CH:23][CH:22]=2)[CH:26]=[CH:25][CH:24]=[CH:23][CH:22]=1.[Cl-].[NH4+]. Product: [Br:13][C:9]1[CH:10]=[CH:11][CH:12]=[C:7]([S:27][C:21]2[CH:26]=[CH:25][CH:24]=[CH:23][CH:22]=2)[N:8]=1. The catalyst class is: 7. (2) Reactant: [Br:1][C:2]1[CH:3]=[C:4]([C:8]([C:10]2[CH:15]=[CH:14][C:13](O)=[CH:12][CH:11]=2)=[CH2:9])[CH:5]=[CH:6][CH:7]=1.[C:17](=[O:20])([O-])[O-].[Cs+].[Cs+].Br[CH2:24][CH2:25][O:26]C. Product: [Br:1][C:2]1[CH:3]=[C:4]([C:8]([C:10]2[CH:15]=[CH:14][CH:13]=[CH:12][C:11]=2[O:26][CH2:25][CH2:24][O:20][CH3:17])=[CH2:9])[CH:5]=[CH:6][CH:7]=1. The catalyst class is: 6. (3) Reactant: [CH3:1][O:2][C:3](=[O:45])[NH:4][C@H:5]([C:10]([NH:12][N:13]([CH2:37][C:38]1[CH:43]=[CH:42][C:41](Br)=[CH:40][CH:39]=1)[CH2:14][C@:15]([OH:36])([C:23](=[O:35])[NH:24][C@H:25]1[C:33]2[C:28](=[CH:29][CH:30]=[CH:31][CH:32]=2)[CH2:27][C@H:26]1[OH:34])[CH2:16][C:17]1[CH:22]=[CH:21][CH:20]=[CH:19][CH:18]=1)=[O:11])[C:6]([CH3:9])([CH3:8])[CH3:7].[N:46]1[CH:51]=[CH:50][C:49](B(O)O)=[CH:48][CH:47]=1.C([O-])([O-])=O.[Na+].[Na+].CCO. Product: [CH3:1][O:2][C:3](=[O:45])[NH:4][C@H:5]([C:10]([NH:12][N:13]([CH2:14][C@:15]([OH:36])([C:23](=[O:35])[NH:24][C@H:25]1[C:33]2[C:28](=[CH:29][CH:30]=[CH:31][CH:32]=2)[CH2:27][C@H:26]1[OH:34])[CH2:16][C:17]1[CH:22]=[CH:21][CH:20]=[CH:19][CH:18]=1)[CH2:37][C:38]1[CH:43]=[CH:42][C:41]([C:49]2[CH:50]=[CH:51][N:46]=[CH:47][CH:48]=2)=[CH:40][CH:39]=1)=[O:11])[C:6]([CH3:9])([CH3:8])[CH3:7]. The catalyst class is: 57. (4) Reactant: [F:1][C:2]([F:26])([F:25])[O:3][C:4]1[CH:24]=[CH:23][C:7]([CH2:8][O:9][CH:10]2[CH2:15][CH2:14][N:13](C(OC(C)(C)C)=O)[CH2:12][CH2:11]2)=[CH:6][CH:5]=1.C(O)(C(F)(F)F)=O. Product: [F:25][C:2]([F:1])([F:26])[O:3][C:4]1[CH:24]=[CH:23][C:7]([CH2:8][O:9][CH:10]2[CH2:15][CH2:14][NH:13][CH2:12][CH2:11]2)=[CH:6][CH:5]=1. The catalyst class is: 2. (5) The catalyst class is: 2. Reactant: [Cl:1][CH2:2][CH2:3][C:4](Cl)=[O:5].[Al+3].[Cl-:8].[Cl-].[Cl-].[CH2:11]=[CH:12][CH3:13]. Product: [Cl:1][CH2:2][CH2:3][C:4]([CH2:11][CH:12]([CH3:13])[Cl:8])=[O:5]. (6) Reactant: [Br:1][C:2]1[C:3]([N:17]2[CH2:22][CH2:21][CH2:20][C@@H:19]([NH:23][C:24](=[O:30])[O:25][C:26]([CH3:29])([CH3:28])[CH3:27])[CH2:18]2)=[C:4]2[C:10]([NH:11][C:12](=[O:16])[CH:13]([CH3:15])[CH3:14])=[CH:9][NH:8][C:5]2=[N:6][CH:7]=1.[CH3:31][C:32]([O:35][C:36](O[C:36]([O:35][C:32]([CH3:34])([CH3:33])[CH3:31])=[O:37])=[O:37])([CH3:34])[CH3:33].C(N(CC)CC)C.O. Product: [Br:1][C:2]1[C:3]([N:17]2[CH2:22][CH2:21][CH2:20][C@@H:19]([NH:23][C:24]([O:25][C:26]([CH3:28])([CH3:27])[CH3:29])=[O:30])[CH2:18]2)=[C:4]2[C:10]([NH:11][C:12](=[O:16])[CH:13]([CH3:15])[CH3:14])=[CH:9][N:8]([C:36]([O:35][C:32]([CH3:34])([CH3:33])[CH3:31])=[O:37])[C:5]2=[N:6][CH:7]=1. The catalyst class is: 64. (7) Reactant: C[O:2][C:3]([C@@H:5]1[CH2:9][C@H:8]([N:10]([CH3:19])[C:11]([O:13][CH2:14][C:15]([Cl:18])([Cl:17])[Cl:16])=[O:12])[CH2:7][N:6]1[CH2:20][C:21]1[CH:26]=[CH:25][CH:24]=[CH:23][CH:22]=1)=[O:4].[OH-].[Na+]. Product: [CH2:20]([N:6]1[CH2:7][C@@H:8]([N:10]([CH3:19])[C:11]([O:13][CH2:14][C:15]([Cl:18])([Cl:16])[Cl:17])=[O:12])[CH2:9][C@H:5]1[C:3]([OH:4])=[O:2])[C:21]1[CH:22]=[CH:23][CH:24]=[CH:25][CH:26]=1. The catalyst class is: 87. (8) Reactant: [CH2:1]([NH:4][C:5]1[N:6]=[C:7](Cl)[C:8]2[CH:13]=[CH:12][N:11]([CH3:14])[C:9]=2[N:10]=1)[CH2:2][CH3:3].C(=O)([O-])[O-].[K+].[K+].Cl.[CH3:23][NH:24][CH3:25]. Product: [CH2:1]([NH:4][C:5]1[N:6]=[C:7]([N:24]([CH3:25])[CH3:23])[C:8]2[CH:13]=[CH:12][N:11]([CH3:14])[C:9]=2[N:10]=1)[CH2:2][CH3:3]. The catalyst class is: 6. (9) Reactant: [F:1][C:2]([F:24])([F:23])[CH2:3][S:4][C:5]1[CH:10]=[C:9]([C:11]2[C:12]([C:16]([F:19])([F:18])[F:17])=[N:13][NH:14][CH:15]=2)[CH:8]=[CH:7][C:6]=1[CH:20]([F:22])[F:21].ClC1C=CC=C(C(OO)=[O:33])C=1.S([O-])([O-])=O.[Na+].[Na+]. Product: [F:24][C:2]([F:1])([F:23])[CH2:3][S:4]([C:5]1[CH:10]=[C:9]([C:11]2[C:12]([C:16]([F:18])([F:19])[F:17])=[N:13][NH:14][CH:15]=2)[CH:8]=[CH:7][C:6]=1[CH:20]([F:22])[F:21])=[O:33]. The catalyst class is: 22.